Dataset: Reaction yield outcomes from USPTO patents with 853,638 reactions. Task: Predict the reaction yield, written as a fraction of the theoretical maximum amount of product (1.0 means a 100% yield; for example, 0.34 means a 34% yield). (1) The reactants are [CH2:1]([O:3][C:4](=[O:22])[CH2:5][C@@H:6]([NH:13][C:14]1[C:19]([NH2:20])=[CH:18][N:17]=[C:16]([CH3:21])[CH:15]=1)[C:7]1[CH:12]=[CH:11][CH:10]=[CH:9][CH:8]=1)[CH3:2].C1N=CN([C:28](N2C=NC=C2)=[O:29])C=1. The catalyst is C1COCC1.C(OCC)(=O)C. The product is [CH2:1]([O:3][C:4](=[O:22])[CH2:5][C@@H:6]([N:13]1[C:14]2[CH:15]=[C:16]([CH3:21])[N:17]=[CH:18][C:19]=2[NH:20][C:28]1=[O:29])[C:7]1[CH:8]=[CH:9][CH:10]=[CH:11][CH:12]=1)[CH3:2]. The yield is 0.750. (2) The reactants are [ClH:1].[CH2:2]([C:7]1[N:8]=[C:9]([NH2:12])[NH:10][CH:11]=1)[CH2:3][CH2:4][C:5]#[CH:6].[N:13]([CH2:16][C:17]1[CH:21]=[CH:20][O:19][CH:18]=1)=[N+:14]=[N-:15]. No catalyst specified. The product is [ClH:1].[O:19]1[CH:20]=[CH:21][C:17]([CH2:16][N:13]2[CH:6]=[C:5]([CH2:4][CH2:3][CH2:2][C:7]3[N:8]=[C:9]([NH2:12])[NH:10][CH:11]=3)[N:15]=[N:14]2)=[CH:18]1. The yield is 0.580.